Task: Predict which catalyst facilitates the given reaction.. Dataset: Catalyst prediction with 721,799 reactions and 888 catalyst types from USPTO (1) Reactant: [CH2:1]([O:8][C:9]1[C:10](Cl)=[N:11][CH:12]=[N:13][C:14]=1[Cl:15])[C:2]1[CH:7]=[CH:6][CH:5]=[CH:4][CH:3]=1.[OH-].[NH4+:18]. Product: [CH2:1]([O:8][C:9]1[C:10]([NH2:18])=[N:11][CH:12]=[N:13][C:14]=1[Cl:15])[C:2]1[CH:7]=[CH:6][CH:5]=[CH:4][CH:3]=1. The catalyst class is: 41. (2) Reactant: [F:1][C:2]1[CH:7]=[CH:6][C:5]([CH:8]2[C:12]3([CH2:17][CH2:16][CH2:15][N:14]([C:18](=[O:45])[C@H:19]([NH:31][C:32](=[O:44])[C:33]([NH:36]C(=O)OC(C)(C)C)([CH3:35])[CH3:34])[CH2:20][C:21]4[C:29]5[C:24](=[CH:25][CH:26]=[CH:27][CH:28]=5)[N:23]([CH3:30])[CH:22]=4)[CH2:13]3)[C:11](=[O:46])[N:10]([CH:47]([CH3:49])[CH3:48])[CH2:9]2)=[CH:4][CH:3]=1.C(O)(C(F)(F)F)=O.CO. Product: [NH2:36][C:33]([CH3:35])([CH3:34])[C:32]([NH:31][C@H:19]([CH2:20][C:21]1[C:29]2[C:24](=[CH:25][CH:26]=[CH:27][CH:28]=2)[N:23]([CH3:30])[CH:22]=1)[C:18]([N:14]1[CH2:15][CH2:16][CH2:17][C:12]2([C:11](=[O:46])[N:10]([CH:47]([CH3:48])[CH3:49])[CH2:9][CH:8]2[C:5]2[CH:6]=[CH:7][C:2]([F:1])=[CH:3][CH:4]=2)[CH2:13]1)=[O:45])=[O:44]. The catalyst class is: 2.